Dataset: Reaction yield outcomes from USPTO patents with 853,638 reactions. Task: Predict the reaction yield, written as a fraction of the theoretical maximum amount of product (1.0 means a 100% yield; for example, 0.34 means a 34% yield). (1) The reactants are [Na].[O:2]1[CH:6]=[CH:5][CH:4]=[C:3]1[C:7](=O)/[CH:8]=[C:9](/[O:12][CH:13]([CH3:15])[CH3:14])\SC.[C:17]([CH2:19][C:20]([NH2:22])=[O:21])#[N:18]. The catalyst is C(O)(C)C. The product is [O:2]1[CH:6]=[CH:5][CH:4]=[C:3]1[C:7]1[NH:22][C:20](=[O:21])[C:19]([C:17]#[N:18])=[C:9]([O:12][CH:13]([CH3:15])[CH3:14])[CH:8]=1. The yield is 0.700. (2) The reactants are C([O:3][C:4]([C:6]1[CH:7]=[CH:8][C:9]2[S:13][C:12]([C:14]3[C:15]([CH3:20])=[N:16][NH:17][C:18]=3[NH2:19])=[N:11][C:10]=2[CH:21]=1)=O)C.[H-].[Al+3].[Li+].[H-].[H-].[H-].O.O.O.O.O.O.O.O.O.S([O-])([O-])(=O)=O.[Na+].[Na+]. The catalyst is C1COCC1. The product is [NH2:19][C:18]1[NH:17][N:16]=[C:15]([CH3:20])[C:14]=1[C:12]1[S:13][C:9]2[CH:8]=[CH:7][C:6]([CH2:4][OH:3])=[CH:21][C:10]=2[N:11]=1. The yield is 0.810. (3) The reactants are S(Cl)([Cl:3])=O.CN(C)C=O.[Br:10][C:11]1[CH:20]=[C:19]2[C:14]([N:15]=[CH:16][C:17](=O)[NH:18]2)=[CH:13][CH:12]=1. The catalyst is C1(C)C=CC=CC=1. The product is [Br:10][C:11]1[CH:20]=[C:19]2[C:14]([N:15]=[CH:16][C:17]([Cl:3])=[N:18]2)=[CH:13][CH:12]=1. The yield is 0.747. (4) The reactants are C([Li])CCC.[C:6]([N:13]1[CH2:16][C:15](=[O:17])[CH2:14]1)([O:8][C:9]([CH3:12])([CH3:11])[CH3:10])=[O:7].Cl.[CH2:19]([O:26][C:27]1[CH:32]=[C:31]([O:33][CH2:34][C:35]2[CH:40]=[CH:39][CH:38]=[CH:37][CH:36]=2)[CH:30]=[CH:29][C:28]=1Br)[C:20]1[CH:25]=[CH:24][CH:23]=[CH:22][CH:21]=1. The catalyst is O1CCCC1.CCCCCC. The product is [C:9]([O:8][C:6]([N:13]1[CH2:16][C:15]([C:30]2[CH:29]=[CH:28][C:27]([O:26][CH2:19][C:20]3[CH:25]=[CH:24][CH:23]=[CH:22][CH:21]=3)=[CH:32][C:31]=2[O:33][CH2:34][C:35]2[CH:36]=[CH:37][CH:38]=[CH:39][CH:40]=2)([OH:17])[CH2:14]1)=[O:7])([CH3:12])([CH3:11])[CH3:10]. The yield is 0.370. (5) The product is [Br:12][C:11]1[CH:10]=[C:9]([CH2:13][OH:14])[C:8]([Cl:18])=[CH:7][C:6]=1[CH2:5][OH:4]. The reactants are CC([O:4][CH2:5][C:6]1[C:11]([Br:12])=[CH:10][C:9]([CH2:13][O:14]C(C)=O)=[C:8]([Cl:18])[CH:7]=1)=O.C(O)C.O.[OH-].[K+]. The catalyst is C1COCC1. The yield is 0.966.